This data is from Reaction yield outcomes from USPTO patents with 853,638 reactions. The task is: Predict the reaction yield, written as a fraction of the theoretical maximum amount of product (1.0 means a 100% yield; for example, 0.34 means a 34% yield). (1) The reactants are [Br:1][C:2]1[CH:7]=[CH:6][N:5]=[C:4]([CH2:8][S:9]([CH3:12])(=[O:11])=[O:10])[CH:3]=1.Br[CH2:14][CH2:15]Br. No catalyst specified. The product is [Br:1][C:2]1[CH:7]=[CH:6][N:5]=[C:4]([C:8]2([S:9]([CH3:12])(=[O:10])=[O:11])[CH2:15][CH2:14]2)[CH:3]=1. The yield is 0.200. (2) The reactants are [N:1]1([CH2:7][C:8]([O:10]CC)=[O:9])[CH2:6][CH2:5][CH2:4][CH2:3][CH2:2]1.O.[ClH:14]. The catalyst is C1(C)C=CC=CC=1. The product is [ClH:14].[N:1]1([CH2:7][C:8]([OH:10])=[O:9])[CH2:6][CH2:5][CH2:4][CH2:3][CH2:2]1. The yield is 0.830.